From a dataset of Full USPTO retrosynthesis dataset with 1.9M reactions from patents (1976-2016). Predict the reactants needed to synthesize the given product. Given the product [ClH:37].[CH:1]1([C:4]2[CH:8]=[C:7]([CH:9]3[CH2:11][CH2:10]3)[N:6]([C:12]3[CH:17]=[CH:16][C:15]([NH:18][C:19](=[O:26])[C:20]4[CH:25]=[CH:24][N:23]=[CH:22][CH:21]=4)=[CH:14][C:13]=3[F:27])[N:5]=2)[CH2:2][CH2:3]1, predict the reactants needed to synthesize it. The reactants are: [CH:1]1([C:4]2[CH:8]=[C:7]([CH:9]3[CH2:11][CH2:10]3)[N:6]([C:12]3[CH:17]=[CH:16][C:15]([NH:18][C:19](=[O:26])[C:20]4[CH:25]=[CH:24][N:23]=[CH:22][CH:21]=4)=[CH:14][C:13]=3[F:27])[N:5]=2)[CH2:3][CH2:2]1.C(O)(=O)C1C=CN=CC=1.[ClH:37].